Dataset: Catalyst prediction with 721,799 reactions and 888 catalyst types from USPTO. Task: Predict which catalyst facilitates the given reaction. (1) Product: [CH3:1][O:2][C:3](=[O:63])[C@H:4]1[O:50][C@@H:8]([O:9][C:10]2[CH:15]=[CH:14][C:13]([C:16]3[N:17]([CH2:34][C:35]4[CH:36]=[CH:37][C:38]([O:41][CH2:42][CH2:43][N:44]5[CH2:45][CH2:46][CH2:47][CH2:48][CH2:49]5)=[CH:39][CH:40]=4)[C:18]4[C:23]([C:24]=3[CH3:25])=[CH:22][C:21]([OH:26])=[CH:20][CH:19]=4)=[CH:12][CH:11]=2)[C@:7]([C:52](=[O:54])[CH3:53])([OH:51])[C@@:6]([C:56](=[O:58])[CH3:57])([OH:55])[C@@H:5]1[O:59][C:60](=[O:62])[CH3:61]. The catalyst class is: 358. Reactant: [CH3:1][O:2][C:3](=[O:63])[C@H:4]1[O:50][C@@H:8]([O:9][C:10]2[CH:15]=[CH:14][C:13]([C:16]3[N:17]([CH2:34][C:35]4[CH:40]=[CH:39][C:38]([O:41][CH2:42][CH2:43][N:44]5[CH2:49][CH2:48][CH2:47][CH2:46][CH2:45]5)=[CH:37][CH:36]=4)[C:18]4[C:23]([C:24]=3[CH3:25])=[CH:22][C:21]([O:26]CC3C=CC=CC=3)=[CH:20][CH:19]=4)=[CH:12][CH:11]=2)[C@:7]([C:52](=[O:54])[CH3:53])([OH:51])[C@@:6]([C:56](=[O:58])[CH3:57])([OH:55])[C@@H:5]1[O:59][C:60](=[O:62])[CH3:61]. (2) Reactant: [O:1]1[C:6]2[CH:7]=[CH:8][CH:9]=[CH:10][C:5]=2[O:4][CH2:3][C@@H:2]1[C:11](Cl)=[O:12].[CH2:14]([O:16][C:17]([C@@:19]1([CH3:25])[CH2:24][CH2:23][CH2:22][NH:21][CH2:20]1)=[O:18])[CH3:15].CCN(C(C)C)C(C)C. Product: [CH2:14]([O:16][C:17]([C@@:19]1([CH3:25])[CH2:24][CH2:23][CH2:22][N:21]([C:11]([C@@H:2]2[O:1][C:6]3[CH:7]=[CH:8][CH:9]=[CH:10][C:5]=3[O:4][CH2:3]2)=[O:12])[CH2:20]1)=[O:18])[CH3:15]. The catalyst class is: 2. (3) Reactant: C(O)=O.[NH2:4][CH2:5][CH2:6][NH:7][S:8]([C:11]1[CH:16]=[CH:15][C:14]([C:17]2[CH:22]=[CH:21][N:20]=[C:19]3[NH:23][C:24]([C:26]#[C:27][CH2:28][OH:29])=[CH:25][C:18]=23)=[CH:13][CH:12]=1)(=[O:10])=[O:9]. Product: [NH2:4][CH2:5][CH2:6][NH:7][S:8]([C:11]1[CH:12]=[CH:13][C:14]([C:17]2[CH:22]=[CH:21][N:20]=[C:19]3[NH:23][C:24]([CH2:26][CH2:27][CH2:28][OH:29])=[CH:25][C:18]=23)=[CH:15][CH:16]=1)(=[O:9])=[O:10]. The catalyst class is: 19.